Dataset: Reaction yield outcomes from USPTO patents with 853,638 reactions. Task: Predict the reaction yield, written as a fraction of the theoretical maximum amount of product (1.0 means a 100% yield; for example, 0.34 means a 34% yield). (1) The reactants are [Cl-].O[NH3+:3].[C:4](=[O:7])([O-])[OH:5].[Na+].CS(C)=O.[N:13]1([CH2:22][N:23]2[C:28](=[O:29])[C:27]([CH2:30][C:31]3[CH:36]=[CH:35][C:34]([C:37]4[C:38]([C:43]#[N:44])=[CH:39][CH:40]=[CH:41][CH:42]=4)=[CH:33][CH:32]=3)=[C:26]([CH2:45][CH2:46][CH2:47][CH3:48])[N:25]=[C:24]2[CH3:49])[C:17]2[CH:18]=[CH:19][CH:20]=[CH:21][C:16]=2[N:15]=[N:14]1. The catalyst is C(OCC)(=O)C. The product is [N:13]1([CH2:22][N:23]2[C:28](=[O:29])[C:27]([CH2:30][C:31]3[CH:36]=[CH:35][C:34]([C:37]4[CH:42]=[CH:41][CH:40]=[CH:39][C:38]=4[C:43]4[NH:3][C:4](=[O:7])[O:5][N:44]=4)=[CH:33][CH:32]=3)=[C:26]([CH2:45][CH2:46][CH2:47][CH3:48])[N:25]=[C:24]2[CH3:49])[C:17]2[CH:18]=[CH:19][CH:20]=[CH:21][C:16]=2[N:15]=[N:14]1. The yield is 0.560. (2) The reactants are [CH2:1]([N:8]1[C:16]2[C:11](=[CH:12]C(OCCOS(C3C=CC(C)=CC=3)(=O)=O)=C[CH:15]=2)[C:10]([S:31]([C:34]2[C:43]3[C:38](=[CH:39][CH:40]=[CH:41][CH:42]=3)[CH:37]=[CH:36][CH:35]=2)(=[O:33])=[O:32])=[N:9]1)[C:2]1[CH:7]=[CH:6][CH:5]=[CH:4][CH:3]=1.[CH2:44]([NH:46][CH3:47])[CH3:45].[CH2:48]1[CH2:52][O:51][CH2:50][CH2:49]1. No catalyst specified. The product is [CH2:1]([N:8]1[C:16]2[C:11](=[CH:12][C:50]([O:51][CH2:52][CH2:48][N:46]([CH2:44][CH3:45])[CH3:47])=[CH:49][CH:15]=2)[C:10]([S:31]([C:34]2[C:43]3[C:38](=[CH:39][CH:40]=[CH:41][CH:42]=3)[CH:37]=[CH:36][CH:35]=2)(=[O:32])=[O:33])=[N:9]1)[C:2]1[CH:7]=[CH:6][CH:5]=[CH:4][CH:3]=1. The yield is 0.814. (3) The reactants are [ClH:1].[CH2:2]([C:10]1[N:11]=[C:12]([NH2:15])[NH:13][CH:14]=1)[CH2:3][CH2:4][CH2:5][CH2:6][CH2:7][C:8]#[CH:9].[N:16]([CH2:19][C:20]([CH3:28])=[CH:21][C:22]1[CH:27]=[CH:26][CH:25]=[CH:24][CH:23]=1)=[N+:17]=[N-:18]. No catalyst specified. The product is [ClH:1].[CH3:28][C:20](=[CH:21][C:22]1[CH:27]=[CH:26][CH:25]=[CH:24][CH:23]=1)[CH2:19][N:16]1[CH:9]=[C:8]([CH2:7][CH2:6][CH2:5][CH2:4][CH2:3][CH2:2][C:10]2[N:11]=[C:12]([NH2:15])[NH:13][CH:14]=2)[N:18]=[N:17]1. The yield is 0.850. (4) The reactants are [OH:1][CH:2]([CH:8]([O:15][C:16]1[CH:21]=[CH:20][CH:19]=[CH:18][C:17]=1[N+:22]([O-])=O)[C:9]1[CH:14]=[CH:13][CH:12]=[CH:11][CH:10]=1)[C:3]([O:5][CH2:6][CH3:7])=[O:4]. The catalyst is C(O)C.[Pd]. The product is [NH2:22][C:17]1[CH:18]=[CH:19][CH:20]=[CH:21][C:16]=1[O:15][CH:8]([C:9]1[CH:14]=[CH:13][CH:12]=[CH:11][CH:10]=1)[CH:2]([OH:1])[C:3]([O:5][CH2:6][CH3:7])=[O:4]. The yield is 0.990. (5) The reactants are [OH:1][NH:2][C:3]([C:5]1[CH:10]=[CH:9][C:8]([NH:11][C:12](=[O:29])[CH2:13][CH2:14][CH2:15][C:16]([NH:18][C:19]2[CH:24]=[CH:23][C:22]([C:25](=[NH:28])[NH:26]O)=[CH:21][CH:20]=2)=[O:17])=[CH:7][CH:6]=1)=[NH:4].[C:30](O[C:30](=O)[CH2:31][CH2:32][CH3:33])(=O)[CH2:31][CH2:32][CH3:33].[C:41](=O)(O)[O-].[Na+].C(O[CH2:50][CH3:51])(=O)C.[CH3:52][OH:53]. The catalyst is CS(C)=O.O. The product is [CH2:41]([C:52]1[O:53][N:28]=[C:25]([C:22]2[CH:21]=[CH:20][C:19]([NH:18][C:16](=[O:17])[CH2:15][CH2:14][CH2:13][C:12]([NH:11][C:8]3[CH:7]=[CH:6][C:5]([C:3]4[N:4]=[C:30]([CH2:31][CH2:32][CH3:33])[O:1][N:2]=4)=[CH:10][CH:9]=3)=[O:29])=[CH:24][CH:23]=2)[N:26]=1)[CH2:50][CH3:51]. The yield is 0.740. (6) The reactants are CN(C(ON1N=NC2C=CC=NC1=2)=[N+](C)C)C.F[P-](F)(F)(F)(F)F.[C:25]1([CH2:31][C:32]([OH:34])=O)[CH:30]=[CH:29][CH:28]=[CH:27][CH:26]=1.CCN(C(C)C)C(C)C.[NH:44]1[CH2:49][CH2:48][CH:47]([CH2:50][N:51]2[C:59]3[C:54](=[CH:55][C:56]([C:60]4[CH:61]=[N:62][N:63]([CH:65]5[CH2:70][CH2:69][CH2:68][CH2:67][O:66]5)[CH:64]=4)=[CH:57][CH:58]=3)[CH:53]=[CH:52]2)[CH2:46][CH2:45]1. The catalyst is CN(C=O)C.C(OCC)(=O)C.CCCCCC. The product is [C:25]1([CH2:31][C:32]([N:44]2[CH2:49][CH2:48][CH:47]([CH2:50][N:51]3[C:59]4[C:54](=[CH:55][C:56]([C:60]5[CH:61]=[N:62][N:63]([CH:65]6[CH2:70][CH2:69][CH2:68][CH2:67][O:66]6)[CH:64]=5)=[CH:57][CH:58]=4)[CH:53]=[CH:52]3)[CH2:46][CH2:45]2)=[O:34])[CH:26]=[CH:27][CH:28]=[CH:29][CH:30]=1. The yield is 0.510. (7) The reactants are [OH-].[Na+].[Br:3][C:4]1[CH:5]=[C:6]([C:21]([O:23]C)=[O:22])[CH:7]=[C:8]2[C:13]=1[O:12][C:11]([N:14]1[CH2:19][CH2:18][O:17][CH2:16][CH2:15]1)=[CH:10][C:9]2=[O:20]. The catalyst is CO.C(Cl)Cl. The product is [Br:3][C:4]1[CH:5]=[C:6]([C:21]([OH:23])=[O:22])[CH:7]=[C:8]2[C:13]=1[O:12][C:11]([N:14]1[CH2:19][CH2:18][O:17][CH2:16][CH2:15]1)=[CH:10][C:9]2=[O:20]. The yield is 0.980.